Predict the reaction yield, written as a fraction of the theoretical maximum amount of product (1.0 means a 100% yield; for example, 0.34 means a 34% yield). From a dataset of Reaction yield outcomes from USPTO patents with 853,638 reactions. (1) The reactants are BrCC[CH2:4][O:5][C:6]1[CH:7]=[C:8]2[C:13](=[CH:14][C:15]=1[O:16][CH3:17])[N:12]=[CH:11][N:10]=[C:9]2[O:18][C:19]1[CH:24]=[CH:23][C:22]([NH:25][C:26]([NH:28][CH2:29][CH2:30][CH3:31])=[O:27])=[C:21](Cl)[CH:20]=1.[C:33](=[O:36])([O-])[O-].[K+].[K+].[CH3:39][N:40]1[CH2:45][CH2:44]N[CH2:42][CH2:41]1.CN(C)[CH:48]=[O:49]. No catalyst specified. The yield is 0.420. The product is [CH3:48][O:49][C:21]1[CH:20]=[C:19]([O:18][C:9]2[C:8]3[C:13](=[CH:14][C:15]([O:16][CH2:17][CH2:42][CH2:41][N:40]4[CH2:39][CH2:33][O:36][CH2:44][CH2:45]4)=[C:6]([O:5][CH3:4])[CH:7]=3)[N:12]=[CH:11][N:10]=2)[CH:24]=[CH:23][C:22]=1[NH:25][C:26]([NH:28][CH2:29][CH2:30][CH3:31])=[O:27]. (2) The reactants are [CH:1]1([C:4]2[CH:32]=[C:31]([F:33])[C:7]3[C:8](=[O:30])[N:9]([CH2:13][C:14]4[CH:19]=[CH:18][C:17](B5OC(C)(C)C(C)(C)O5)=[CH:16][C:15]=4[F:29])[CH2:10][CH2:11][O:12][C:6]=3[CH:5]=2)[CH2:3][CH2:2]1.Cl[C:35]1[CH:40]=[CH:39][N:38]=[C:37]2[NH:41][C:42]([C:44]3[CH:45]=[N:46][N:47]([CH3:49])[CH:48]=3)=[N:43][C:36]=12.C(=O)([O-])[O-].[Na+].[Na+].C(Cl)Cl. The catalyst is O1CCCC1.C1C=CC(P(C2C=CC=CC=2)[C-]2C=CC=C2)=CC=1.C1C=CC(P(C2C=CC=CC=2)[C-]2C=CC=C2)=CC=1.Cl[Pd]Cl.[Fe+2].O. The product is [CH:1]1([C:4]2[CH:32]=[C:31]([F:33])[C:7]3[C:8](=[O:30])[N:9]([CH2:13][C:14]4[CH:19]=[CH:18][C:17]([C:35]5[CH:40]=[CH:39][N:38]=[C:37]6[NH:41][C:42]([C:44]7[CH:45]=[N:46][N:47]([CH3:49])[CH:48]=7)=[N:43][C:36]=56)=[CH:16][C:15]=4[F:29])[CH2:10][CH2:11][O:12][C:6]=3[CH:5]=2)[CH2:2][CH2:3]1. The yield is 0.130.